Regression/Classification. Given a drug SMILES string, predict its absorption, distribution, metabolism, or excretion properties. Task type varies by dataset: regression for continuous measurements (e.g., permeability, clearance, half-life) or binary classification for categorical outcomes (e.g., BBB penetration, CYP inhibition). Dataset: cyp1a2_veith. From a dataset of CYP1A2 inhibition data for predicting drug metabolism from PubChem BioAssay. (1) The molecule is COCCn1c(=O)c(-c2cccc(F)c2)nc2cncnc21. The result is 1 (inhibitor). (2) The result is 1 (inhibitor). The molecule is O=C(c1cnccn1)N1CCC[C@@]2(CCN(c3cccc(-c4ccccc4)c3)C2)C1. (3) The molecule is CCC(C)NC(=O)C1CCCN(C(=O)NC2CCCCC2)C1. The result is 0 (non-inhibitor). (4) The molecule is N/C(=N\OC(=O)c1cccc(Br)c1)c1ccc(Br)cc1. The result is 1 (inhibitor). (5) The molecule is COCCn1c(=O)c(-c2ccc(Cl)cc2)nc2cncnc21. The result is 1 (inhibitor). (6) The drug is COCCNc1ccnc(-c2ccccc2CN(C)C)n1. The result is 1 (inhibitor).